Dataset: Full USPTO retrosynthesis dataset with 1.9M reactions from patents (1976-2016). Task: Predict the reactants needed to synthesize the given product. (1) Given the product [CH3:1][O:2][C:3](=[O:14])[CH2:4][C:5]1[CH:10]=[CH:9][C:8]([OH:11])=[CH:7][C:6]=1[CH3:13], predict the reactants needed to synthesize it. The reactants are: [CH3:1][O:2][C:3](=[O:14])[CH2:4][C:5]1[CH:10]=[CH:9][C:8]([O:11]C)=[CH:7][C:6]=1[CH3:13].[Cl-].[Al+3].[Cl-].[Cl-].C(S)C.O. (2) Given the product [Cl:22][C:18]1[CH:19]=[C:20]([NH:27][CH2:26][CH:25]([CH3:28])[CH3:24])[C:15]2[N:16]([C:12]([C:9]3[CH:8]=[CH:7][C:6]([C:5]([NH:4][CH:1]4[CH2:3][CH2:2]4)=[O:23])=[CH:11][CH:10]=3)=[CH:13][N:14]=2)[CH:17]=1, predict the reactants needed to synthesize it. The reactants are: [CH:1]1([NH:4][C:5](=[O:23])[C:6]2[CH:11]=[CH:10][C:9]([C:12]3[N:16]4[CH:17]=[C:18]([Cl:22])[CH:19]=[C:20](Cl)[C:15]4=[N:14][CH:13]=3)=[CH:8][CH:7]=2)[CH2:3][CH2:2]1.[CH3:24][CH:25]([CH3:28])[CH2:26][NH2:27].C1(C2C3C(=CC=CC=3)C=CC=2P(C2C=CC=CC=2)C2C=CC=CC=2)C2C(=CC=CC=2)C=CC=1P(C1C=CC=CC=1)C1C=CC=CC=1. (3) The reactants are: Cl.[NH:2]1[CH2:5][CH:4]([O:6][C:7]2[CH:8]=[CH:9][C:10]([NH:13][C:14]3[C:15](=[O:22])[N:16]([CH3:21])[CH:17]=[C:18]([Br:20])[CH:19]=3)=[N:11][CH:12]=2)[CH2:3]1.C=O.[C:25](O)(=O)C.[BH-](OC(C)=O)(OC(C)=O)OC(C)=O.[Na+]. Given the product [Br:20][C:18]1[CH:19]=[C:14]([NH:13][C:10]2[CH:9]=[CH:8][C:7]([O:6][CH:4]3[CH2:5][N:2]([CH3:25])[CH2:3]3)=[CH:12][N:11]=2)[C:15](=[O:22])[N:16]([CH3:21])[CH:17]=1, predict the reactants needed to synthesize it. (4) Given the product [C:57]([O:56][C:54]([N:49]1[CH2:50][CH2:51][N:52]([C:7]([C:6]2[CH:10]=[CH:11][C:3]([B:2]([OH:1])[OH:13])=[CH:4][C:5]=2[F:12])=[O:9])[CH2:53][C@@H:48]1[CH3:47])=[O:55])([CH3:60])([CH3:58])[CH3:59], predict the reactants needed to synthesize it. The reactants are: [OH:1][B:2]([OH:13])[C:3]1[CH:11]=[CH:10][C:6]([C:7]([OH:9])=O)=[C:5]([F:12])[CH:4]=1.CN(C(ON1N=NC2C=CC=CC1=2)=[N+](C)C)C.F[P-](F)(F)(F)(F)F.CCN(C(C)C)C(C)C.[CH3:47][C@@H:48]1[CH2:53][NH:52][CH2:51][CH2:50][N:49]1[C:54]([O:56][C:57]([CH3:60])([CH3:59])[CH3:58])=[O:55]. (5) Given the product [C:18]([C:17]1[O:22][C:7](=[NH:8])[N:6]([CH2:5][CH:1]2[CH2:4][CH2:3][CH2:2]2)[CH:16]=1)([CH3:21])([CH3:20])[CH3:19], predict the reactants needed to synthesize it. The reactants are: [CH:1]1([CH2:5][NH:6][C:7]#[N:8])[CH2:4][CH2:3][CH2:2]1.C(=O)([O-])[O-].[Cs+].[Cs+].Br[CH2:16][C:17](=[O:22])[C:18]([CH3:21])([CH3:20])[CH3:19].O. (6) The reactants are: [CH3:1][O:2][C:3]1[CH:4]=[CH:5][C:6]2[O:11][CH:10]([C:12]3[CH:17]=[CH:16][CH:15]=[CH:14][CH:13]=3)[CH2:9][NH:8][C:7]=2[CH:18]=1.O.C(=O)([O-])O.[K+].Br[CH2:26][C:27]#[N:28]. Given the product [CH3:1][O:2][C:3]1[CH:4]=[CH:5][C:6]2[O:11][CH:10]([C:12]3[CH:17]=[CH:16][CH:15]=[CH:14][CH:13]=3)[CH2:9][N:8]([CH2:26][C:27]#[N:28])[C:7]=2[CH:18]=1, predict the reactants needed to synthesize it. (7) Given the product [ClH:1].[Cl:1][C:2]1[CH:3]=[C:4]([CH:23]=[CH:24][C:25]=1[Cl:26])[C:5]([NH:7][C:8]1[CH:9]=[N:10][C:11]([O:14][C:15]2[CH:20]=[CH:19][C:18]([CH2:21][N:34]3[CH2:39][CH2:38][S:37][CH2:36][CH2:35]3)=[CH:17][CH:16]=2)=[CH:12][CH:13]=1)=[O:6], predict the reactants needed to synthesize it. The reactants are: [Cl:1][C:2]1[CH:3]=[C:4]([CH:23]=[CH:24][C:25]=1[Cl:26])[C:5]([NH:7][C:8]1[CH:9]=[N:10][C:11]([O:14][C:15]2[CH:20]=[CH:19][C:18]([CH2:21]Cl)=[CH:17][CH:16]=2)=[CH:12][CH:13]=1)=[O:6].C(N(CC)CC)C.[NH:34]1[CH2:39][CH2:38][S:37][CH2:36][CH2:35]1.Cl.